Dataset: Full USPTO retrosynthesis dataset with 1.9M reactions from patents (1976-2016). Task: Predict the reactants needed to synthesize the given product. (1) Given the product [Cl:11][C:12]1[CH:19]=[C:18]([CH2:20][O:21][CH:22]2[CH2:27][CH2:26][CH2:25][CH2:24][O:23]2)[C:17]([O:28][CH3:29])=[CH:16][C:13]=1[C:14](=[N:2][OH:3])[NH2:15], predict the reactants needed to synthesize it. The reactants are: Cl.[NH2:2][OH:3].CCN(CC)CC.[Cl:11][C:12]1[CH:19]=[C:18]([CH2:20][O:21][CH:22]2[CH2:27][CH2:26][CH2:25][CH2:24][O:23]2)[C:17]([O:28][CH3:29])=[CH:16][C:13]=1[C:14]#[N:15]. (2) Given the product [C:25]([C:22]1[CH:23]=[C:24]2[C:19](=[CH:20][C:21]=1[O:27][CH2:47][C@H:46]1[CH2:42][O:45]1)[N:18]=[CH:17][CH:16]=[C:15]2[O:14][C:11]1[CH:10]=[CH:9][C:8]([NH:28][C:29]([NH:31][CH:32]2[CH2:33][CH2:34]2)=[O:30])=[C:7]([CH3:6])[C:12]=1[CH3:13])#[N:26], predict the reactants needed to synthesize it. The reactants are: CN(C)C=O.[CH3:6][C:7]1[C:12]([CH3:13])=[C:11]([O:14][C:15]2[C:24]3[C:19](=[CH:20][C:21]([OH:27])=[C:22]([C:25]#[N:26])[CH:23]=3)[N:18]=[CH:17][CH:16]=2)[CH:10]=[CH:9][C:8]=1[NH:28][C:29]([NH:31][CH:32]1[CH2:34][CH2:33]1)=[O:30].C(=O)([O-])[O-].[K+].[K+].O.[C:42]([O:45][CH2:46][CH3:47])(=O)C. (3) Given the product [CH2:1]([O:2][C:3](=[O:24])[C@H:4]([OH:23])[CH2:5][N:6]([CH2:15][C:16]1[CH:17]=[CH:18][C:19]([C:28]2[CH:27]=[C:26]([Cl:25])[CH:31]=[CH:30][C:29]=2[F:35])=[CH:20][CH:21]=1)[NH2:7])[CH3:36], predict the reactants needed to synthesize it. The reactants are: [CH3:1][O:2][C:3](=[O:24])[C@H:4]([OH:23])[CH2:5][N:6]([CH2:15][C:16]1[CH:21]=[CH:20][C:19](Br)=[CH:18][CH:17]=1)[NH:7]C(OC(C)(C)C)=O.[Cl:25][C:26]1[CH:27]=[CH:28][C:29]([F:35])=[C:30](B(O)O)[CH:31]=1.[C:36]([O-])([O-])=O.[K+].[K+].O.Cl.O1CCOCC1.